This data is from Forward reaction prediction with 1.9M reactions from USPTO patents (1976-2016). The task is: Predict the product of the given reaction. (1) Given the reactants [F:1][C:2]([F:8])([F:7])[C:3]([NH2:6])([CH3:5])[CH3:4].Cl[C:10]([O:12][C:13]1[CH:18]=[CH:17][C:16]([N+:19]([O-:21])=[O:20])=[CH:15][CH:14]=1)=[O:11].C(N(C(C)C)CC)(C)C.C(=O)([O-])O.[Na+], predict the reaction product. The product is: [F:1][C:2]([F:8])([F:7])[C:3]([NH:6][C:10](=[O:11])[O:12][C:13]1[CH:14]=[CH:15][C:16]([N+:19]([O-:21])=[O:20])=[CH:17][CH:18]=1)([CH3:5])[CH3:4]. (2) Given the reactants C[Sn]([C:5]1[C:13]2[C:8](=[CH:9][CH:10]=[C:11]([C:14]#[N:15])[CH:12]=2)[N:7](C2CCCCO2)[N:6]=1)(C)C.Br[C:23]1[CH:24]=[N:25][C:26]2[C:31]([CH:32]=1)=[CH:30][CH:29]=[CH:28][CH:27]=2.Cl.C(=O)([O-])[O-:35].[K+].[K+], predict the reaction product. The product is: [N:25]1[C:26]2[C:31](=[CH:30][CH:29]=[CH:28][CH:27]=2)[CH:32]=[C:23]([C:5]2[C:13]3[C:8](=[CH:9][CH:10]=[C:11]([C:14]([NH2:15])=[O:35])[CH:12]=3)[NH:7][N:6]=2)[CH:24]=1.